This data is from NCI-60 drug combinations with 297,098 pairs across 59 cell lines. The task is: Regression. Given two drug SMILES strings and cell line genomic features, predict the synergy score measuring deviation from expected non-interaction effect. (1) Drug 1: CCC1(CC2CC(C3=C(CCN(C2)C1)C4=CC=CC=C4N3)(C5=C(C=C6C(=C5)C78CCN9C7C(C=CC9)(C(C(C8N6C)(C(=O)OC)O)OC(=O)C)CC)OC)C(=O)OC)O.OS(=O)(=O)O. Drug 2: CCCCCOC(=O)NC1=NC(=O)N(C=C1F)C2C(C(C(O2)C)O)O. Cell line: EKVX. Synergy scores: CSS=0.320, Synergy_ZIP=0.564, Synergy_Bliss=1.83, Synergy_Loewe=0.237, Synergy_HSA=-0.932. (2) Drug 1: C1CC(C1)(C(=O)O)C(=O)O.[NH2-].[NH2-].[Pt+2]. Drug 2: CN1C2=C(C=C(C=C2)N(CCCl)CCCl)N=C1CCCC(=O)O.Cl. Cell line: HT29. Synergy scores: CSS=-3.81, Synergy_ZIP=1.91, Synergy_Bliss=3.69, Synergy_Loewe=-3.69, Synergy_HSA=-2.82. (3) Drug 1: C1CN1C2=NC(=NC(=N2)N3CC3)N4CC4. Drug 2: C1=CC(=CC=C1CC(C(=O)O)N)N(CCCl)CCCl.Cl. Cell line: UACC-257. Synergy scores: CSS=15.3, Synergy_ZIP=-7.43, Synergy_Bliss=-3.33, Synergy_Loewe=-0.440, Synergy_HSA=0.178.